Dataset: Reaction yield outcomes from USPTO patents with 853,638 reactions. Task: Predict the reaction yield, written as a fraction of the theoretical maximum amount of product (1.0 means a 100% yield; for example, 0.34 means a 34% yield). (1) The reactants are [CH2:1]([NH:6][C:7]1[N:8]=[CH:9][NH:10][C:11]=1[C:12]1[NH:16][N:15]=[CH:14][N:13]=1)[CH2:2][CH2:3][CH2:4][CH3:5].C1N=CN([C:22](N2C=NC=C2)=[O:23])C=1. The catalyst is O1CCOCC1. The product is [CH2:1]([N:6]1[C:7]2[N:8]=[CH:9][NH:10][C:11]=2[C:12]2=[N:13][CH:14]=[N:15][N:16]2[C:22]1=[O:23])[CH2:2][CH2:3][CH2:4][CH3:5]. The yield is 0.0500. (2) The reactants are [N+:1]([O-:4])(O)=[O:2].[C:5]1([O:13][CH3:14])[C:6](=[CH:9][CH:10]=[CH:11][CH:12]=1)[O:7][CH3:8]. The catalyst is ClCCl. The product is [N+:1]([C:11]1[CH:10]=[CH:9][C:6]([O:7][CH3:8])=[C:5]([O:13][CH3:14])[CH:12]=1)([O-:4])=[O:2]. The yield is 0.980. (3) No catalyst specified. The reactants are [CH:1]([O-:3])=[O:2].[Na+].[C:5](Cl)(=[O:7])C.[C:9]([O:12][CH2:13][CH3:14])(=[O:11])[CH3:10]. The product is [C:9]([O:12][C:13](=[O:2])[CH3:14])(=[O:11])[CH3:10].[CH:1]([O:3][CH:5]=[O:7])=[O:2].[C:13]([O:12][CH:9]=[O:11])(=[O:2])[CH3:14]. The yield is 0.0300. (4) The product is [C:21]([O:20][C:19](=[O:25])[NH:18][CH2:17][C:15]1[CH:16]=[C:11]([O:9][C:3]2[CH:4]=[C:5]([F:8])[CH:6]=[CH:7][C:2]=2[F:1])[CH:12]=[CH:13][C:14]=1[N+:26]([O-:28])=[O:27])([CH3:24])([CH3:22])[CH3:23]. The reactants are [F:1][C:2]1[CH:7]=[CH:6][C:5]([F:8])=[CH:4][C:3]=1[OH:9].Cl[C:11]1[CH:12]=[CH:13][C:14]([N+:26]([O-:28])=[O:27])=[C:15]([CH2:17][NH:18][C:19](=[O:25])[O:20][C:21]([CH3:24])([CH3:23])[CH3:22])[CH:16]=1.[H-].[Na+]. The catalyst is CN(C)C=O. The yield is 0.920. (5) The reactants are [F:1][C:2]([C:5]1[CH:9]=[C:8]([NH2:10])[O:7][N:6]=1)([CH3:4])[CH3:3].C(C1C=C(N[C:20](=[O:28])[O:21][C:22]2[CH:27]=[CH:26][CH:25]=[CH:24][CH:23]=2)ON=1)(C)C. No catalyst specified. The product is [F:1][C:2]([C:5]1[CH:9]=[C:8]([NH:10][C:20](=[O:28])[O:21][C:22]2[CH:27]=[CH:26][CH:25]=[CH:24][CH:23]=2)[O:7][N:6]=1)([CH3:4])[CH3:3]. The yield is 0.680. (6) The reactants are [Br:1][C:2]1[O:3][C:4](Br)=[CH:5][CH:6]=1.C([Li])CCC.[Cl:13][C:14]1[N:19]=[CH:18][CH:17]=[CH:16][N:15]=1.C(C1C(=O)C(Cl)=C(Cl)C(=O)C=1C#N)#N. The catalyst is C(OCC)C.CCOC(C)=O. The product is [Br:1][C:2]1[O:3][C:4]([C:16]2[CH:17]=[CH:18][N:19]=[C:14]([Cl:13])[N:15]=2)=[CH:5][CH:6]=1. The yield is 0.402. (7) The reactants are [ClH:1].[F:2][C:3]([F:32])=[CH:4][CH:5]1[N:9](C(OCC)=O)[C:8](=[O:15])[N:7]([CH2:16][C:17]2[N:24]3[C:20]([S:21][C:22]([CH2:25][O:26]C)=[N:23]3)=[N:19][C:18]=2[C:28]([F:31])([F:30])[F:29])[CH2:6]1. No catalyst specified. The product is [Cl:1][C:3]([F:32])([F:2])[CH2:4][CH:5]1[CH2:6][N:7]([CH2:16][C:17]2[N:24]3[C:20]([S:21][C:22]([CH2:25][OH:26])=[N:23]3)=[N:19][C:18]=2[C:28]([F:31])([F:30])[F:29])[C:8](=[O:15])[NH:9]1. The yield is 0.120. (8) The reactants are [CH3:1][O:2][C:3]1[CH:4]=[C:5]2[C:10](=[CH:11][C:12]=1[O:13][CH3:14])[N:9]=[CH:8][N:7]=[C:6]2[O:15][C:16]1[CH:22]=[CH:21][C:19]([NH2:20])=[CH:18][CH:17]=1.Cl[C:24](Cl)([O:26][C:27](=[O:33])OC(Cl)(Cl)Cl)Cl.[C:35]1(CO)[CH:40]=[CH:39][CH:38]=[CH:37][CH:36]=1.C(=O)(O)[O-].[Na+]. The catalyst is C(Cl)Cl.C(N(CC)CC)C.C1(C)C=CC=CC=1. The product is [CH3:1][O:2][C:3]1[CH:4]=[C:5]2[C:10](=[CH:11][C:12]=1[O:13][CH3:14])[N:9]=[CH:8][N:7]=[C:6]2[O:15][C:16]1[CH:22]=[CH:21][C:19]([NH:20][C:27](=[O:33])[O:26][CH2:24][C:35]2[CH:40]=[CH:39][CH:38]=[CH:37][CH:36]=2)=[CH:18][CH:17]=1. The yield is 0.580. (9) The reactants are [C:1]([O:5][CH2:6][C:7]#[CH:8])(=[O:4])[CH:2]=[CH2:3].[C:9]1([N:15]=[N+:16]=[N-:17])[CH:14]=[CH:13][CH:12]=[CH:11][CH:10]=1. The catalyst is CN(C=O)C.O. The product is [C:9]1([N:15]2[CH:8]=[C:7]([CH2:6][O:5][C:1](=[O:4])[CH:2]=[CH2:3])[N:17]=[N:16]2)[CH:14]=[CH:13][CH:12]=[CH:11][CH:10]=1. The yield is 0.890. (10) The reactants are [NH2:1][C:2]1[C:3]2[CH:18]=[C:17]([C:19]3[C:24]([Cl:25])=[CH:23][CH:22]=[CH:21][C:20]=3[Cl:26])[C:16](=[O:27])[NH:15][C:4]=2[N:5]=[C:6]([NH:8][C:9]2[CH:14]=[CH:13][CH:12]=[CH:11][CH:10]=2)[N:7]=1.[H-].[Na+].[CH2:30](Br)[C:31]1[CH:36]=[CH:35][CH:34]=[CH:33][CH:32]=1. The catalyst is CS(C)=O. The product is [NH2:1][C:2]1[C:3]2[CH:18]=[C:17]([C:19]3[C:24]([Cl:25])=[CH:23][CH:22]=[CH:21][C:20]=3[Cl:26])[C:16](=[O:27])[N:15]([CH2:30][C:31]3[CH:36]=[CH:35][CH:34]=[CH:33][CH:32]=3)[C:4]=2[N:5]=[C:6]([NH:8][C:9]2[CH:14]=[CH:13][CH:12]=[CH:11][CH:10]=2)[N:7]=1. The yield is 0.970.